This data is from Forward reaction prediction with 1.9M reactions from USPTO patents (1976-2016). The task is: Predict the product of the given reaction. (1) Given the reactants C([Li])(C)(C)C.[Si:6]([C:10]#[CH:11])([CH3:9])([CH3:8])[CH3:7].[C:12]([Si:16]([CH3:23])([CH3:22])[O:17][CH2:18][C@@H:19]1[CH2:21][O:20]1)([CH3:15])([CH3:14])[CH3:13].B(F)(F)F, predict the reaction product. The product is: [Si:16]([O:17][CH2:18][C@@H:19]([OH:20])[CH2:21][C:11]#[C:10][Si:6]([CH3:9])([CH3:8])[CH3:7])([C:12]([CH3:15])([CH3:14])[CH3:13])([CH3:23])[CH3:22]. (2) Given the reactants FC(F)(F)C(O)=O.[CH3:8][O:9][C:10](=[O:30])[CH2:11][C:12]1[C:21]([CH3:22])=[C:20]([CH:23]2[CH2:28][CH2:27][NH:26][CH2:25][CH2:24]2)[C:19]2[C:14](=[CH:15][CH:16]=[C:17]([F:29])[CH:18]=2)[CH:13]=1.C(N(CC)C(C)C)(C)C.[N:40]1([S:45](Cl)(=[O:47])=[O:46])[CH2:44][CH2:43][CH2:42][CH2:41]1, predict the reaction product. The product is: [CH3:8][O:9][C:10](=[O:30])[CH2:11][C:12]1[C:21]([CH3:22])=[C:20]([CH:23]2[CH2:24][CH2:25][N:26]([S:45]([N:40]3[CH2:44][CH2:43][CH2:42][CH2:41]3)(=[O:47])=[O:46])[CH2:27][CH2:28]2)[C:19]2[C:14](=[CH:15][CH:16]=[C:17]([F:29])[CH:18]=2)[CH:13]=1. (3) Given the reactants [CH:1]1([CH2:4][O:5][C:6]2[CH:29]=[CH:28][C:9]([CH2:10][N:11]3[CH2:16][CH2:15][C:14]([OH:17])=[C:13]([C:18]([NH:20][CH2:21][C:22]([O:24]CC)=[O:23])=[O:19])[C:12]3=[O:27])=[CH:8][C:7]=2[CH3:30])[CH2:3][CH2:2]1.[OH-].[Na+:32], predict the reaction product. The product is: [Na+:32].[CH:1]1([CH2:4][O:5][C:6]2[CH:29]=[CH:28][C:9]([CH2:10][N:11]3[CH2:16][CH2:15][C:14]([OH:17])=[C:13]([C:18]([NH:20][CH2:21][C:22]([O-:24])=[O:23])=[O:19])[C:12]3=[O:27])=[CH:8][C:7]=2[CH3:30])[CH2:3][CH2:2]1. (4) Given the reactants S(Cl)([Cl:3])=O.[N+:5]([C:8]1[CH:13]=[CH:12][CH:11]=[CH:10][C:9]=1[C:14]1[S:15][C:16]2[C:21]([N:22]=1)=[CH:20][C:19]([CH2:23]O)=[CH:18][N:17]=2)([O-:7])=[O:6].CN(C=O)C, predict the reaction product. The product is: [Cl:3][CH2:23][C:19]1[CH:20]=[C:21]2[N:22]=[C:14]([C:9]3[CH:10]=[CH:11][CH:12]=[CH:13][C:8]=3[N+:5]([O-:7])=[O:6])[S:15][C:16]2=[N:17][CH:18]=1.